Predict which catalyst facilitates the given reaction. From a dataset of Catalyst prediction with 721,799 reactions and 888 catalyst types from USPTO. (1) The catalyst class is: 37. Product: [Br:1][C:2]1[CH:3]=[C:4]2[C:9]([NH:16][C@H:17]([CH3:23])[CH:18]([CH:20]3[CH2:22][CH2:21]3)[OH:19])=[C:8]([C:11]([NH2:13])=[O:12])[CH:7]=[N:6][N:5]2[CH:14]=1. Reactant: [Br:1][C:2]1[CH:3]=[C:4]2[C:9](Cl)=[C:8]([C:11]([NH2:13])=[O:12])[CH:7]=[N:6][N:5]2[CH:14]=1.Cl.[NH2:16][C@H:17]([CH3:23])[CH:18]([CH:20]1[CH2:22][CH2:21]1)[OH:19].CCN(C(C)C)C(C)C. (2) Reactant: C(OC([N:8]1[CH2:13][CH2:12][N:11]([C:14]2[C:42]([F:43])=[CH:41][C:17]3[N:18]=[C:19]([CH2:33][O:34][C:35]4[CH:40]=[CH:39][CH:38]=[CH:37][CH:36]=4)[N:20]([CH2:21][C:22]4[CH:27]=[CH:26][C:25]([O:28][C:29]([F:32])([F:31])[F:30])=[CH:24][CH:23]=4)[C:16]=3[CH:15]=2)[CH2:10][CH2:9]1)=O)(C)(C)C.FC(F)(F)C(O)=O.C(=O)(O)[O-].[Na+]. Product: [F:43][C:42]1[C:14]([N:11]2[CH2:12][CH2:13][NH:8][CH2:9][CH2:10]2)=[CH:15][C:16]2[N:20]([CH2:21][C:22]3[CH:23]=[CH:24][C:25]([O:28][C:29]([F:30])([F:31])[F:32])=[CH:26][CH:27]=3)[C:19]([CH2:33][O:34][C:35]3[CH:36]=[CH:37][CH:38]=[CH:39][CH:40]=3)=[N:18][C:17]=2[CH:41]=1. The catalyst class is: 6. (3) Reactant: C(O)C.[CH3:4][O:5][C:6](=[O:18])[C:7]1[CH:12]=[CH:11][C:10]([N+:13]([O-])=O)=[C:9]([CH:16]=[O:17])[CH:8]=1. Product: [CH:16]([C:9]1[CH:8]=[C:7]([CH:12]=[CH:11][C:10]=1[NH2:13])[C:6]([O:5][CH3:4])=[O:18])=[O:17]. The catalyst class is: 770.